This data is from Experimentally validated miRNA-target interactions with 360,000+ pairs, plus equal number of negative samples. The task is: Binary Classification. Given a miRNA mature sequence and a target amino acid sequence, predict their likelihood of interaction. (1) The miRNA is hsa-miR-561-3p with sequence CAAAGUUUAAGAUCCUUGAAGU. The protein sequence of the target gene is MTCVEQDKLGQAFEDAFEVLRQHSTGDLQYSPDYRNYLALINHRPHVKGNSSCYGVLPTEEPVYNWRTVINSAADFYFEGNIHQSLQNITENQLVQPTLLQQKGGKGRKKLRLFEYLHESLYNPEMASCIQWVDKTKGIFQFVSKNKEKLAELWGKRKGNRKTMTYQKMARALRNYGRSGEITKIRRKLTYQFSEAILQRLSPSYFLGKEIFYSQCVQPDQEYLSLNNWNANYNYTYANYHELNHHDC. Result: 1 (interaction). (2) The miRNA is mmu-miR-132-3p with sequence UAACAGUCUACAGCCAUGGUCG. Result: 0 (no interaction). The protein sequence of the target gene is MAPKAAKGAKPEPAPAPPPPGAKPEEDKKDGKEPSDKPQKAVQDHKEPSDKPQKAVQPKHEVGTRRGCRRYRWELKDSNKEFWLLGHAEIKIRSLGCLIAAMILLSSLTVHPILRLIITMEISFFSFFILLYSFAIHRYIPFILWPISDLFNDLIACAFLVGAVVFAVRSRRSMNLHYLLAVILIGAAGVFAFIDVCLQRNHFRGKKAKKHMLVPPPGKEKGPQQGKGPEPAKPPEPGKPPGPAKGKK. (3) The miRNA is mmu-miR-30d-5p with sequence UGUAAACAUCCCCGACUGGAAG. The protein sequence of the target gene is MESQQDEAVQTKGASTSSDAQDQGAEKGAKNKTTEATEGPTSEPPLSGPGRLKKTAMKLFGGKKGICTLPSFFGGGRSKGSGKVSSKKSLNKSKTHDGLSEASQGPEDVVIEETDLSTPLSKSSAQFPSSQSANGALEIGSKHKTSGTEAIEKAGVEKVPSVHKPKKSLKSFFSSIRRHRKGKTSGADQSVPGAKELEGARTRSHEHVSSISLPSSEEIFRDTRKENAKPQDAPGPKMSPAQVHFSPTTEKAACKNPEKLTRTCASEFMQPKPVLEGGSLEEPHTSETEGKVVAGEVNPP.... Result: 1 (interaction).